This data is from Forward reaction prediction with 1.9M reactions from USPTO patents (1976-2016). The task is: Predict the product of the given reaction. (1) Given the reactants [C:1]([O:5][C:6]([N:8]1[CH2:13][CH2:12][N:11]([C:14]2C(Cl)=CC(Cl)=C(Cl)[N:15]=2)[CH2:10][CH2:9]1)=[O:7])([CH3:4])([CH3:3])[CH3:2].C1(P(C2CCCCC2)C2C=CC=C[C:31]=2[C:36]2[C:41](OC)=[CH:40][CH:39]=[CH:38][C:37]=2OC)CCCCC1.[F-].[K+].CB(O)O, predict the reaction product. The product is: [C:1]([O:5][C:6]([N:8]1[CH2:9][CH2:10][N:11]([C:14]2[C:38]([CH3:39])=[CH:37][C:36]([CH3:31])=[C:41]([CH3:40])[N:15]=2)[CH2:12][CH2:13]1)=[O:7])([CH3:4])([CH3:2])[CH3:3]. (2) Given the reactants [OH-].[Na+].[Cl:3][C:4]1[C:9]([O:10][CH3:11])=[C:8]([CH2:12][N:13]2[CH2:18][CH2:17][CH:16]([N:19]3[CH2:28][CH2:27][C:26]4[N:25]=[C:24]([CH2:29][CH3:30])[C:23]([C:31]([O:33]C)=[O:32])=[CH:22][C:21]=4[C:20]3=[O:35])[CH2:15][CH2:14]2)[CH:7]=[C:6]([CH:36]2[CH2:38][CH2:37]2)[C:5]=1[C:39]1[CH:44]=[CH:43][C:42]([F:45])=[CH:41][C:40]=1[F:46], predict the reaction product. The product is: [Cl:3][C:4]1[C:9]([O:10][CH3:11])=[C:8]([CH2:12][N:13]2[CH2:14][CH2:15][CH:16]([N:19]3[CH2:28][CH2:27][C:26]4[N:25]=[C:24]([CH2:29][CH3:30])[C:23]([C:31]([OH:33])=[O:32])=[CH:22][C:21]=4[C:20]3=[O:35])[CH2:17][CH2:18]2)[CH:7]=[C:6]([CH:36]2[CH2:37][CH2:38]2)[C:5]=1[C:39]1[CH:44]=[CH:43][C:42]([F:45])=[CH:41][C:40]=1[F:46]. (3) Given the reactants [OH:1][C:2]1[N:6]([C:7]2[CH:12]=[C:11]([C:13]#[N:14])[CH:10]=[CH:9][N:8]=2)[N:5]=[CH:4][CH:3]=1.[F:15][C:16]1[CH:21]=[CH:20][CH:19]=[CH:18][C:17]=1[CH2:22]O, predict the reaction product. The product is: [F:15][C:16]1[CH:21]=[CH:20][CH:19]=[CH:18][C:17]=1[CH2:22][O:1][C:2]1[N:6]([C:7]2[CH:12]=[C:11]([C:13]#[N:14])[CH:10]=[CH:9][N:8]=2)[N:5]=[CH:4][CH:3]=1. (4) Given the reactants [F:1][C:2]([F:32])([F:31])[C:3]([CH:18]=[N:19][C:20]1[CH:29]=[CH:28][CH:27]=[C:26]2[C:21]=1[CH:22]=[N:23][C:24]([CH3:30])=[N:25]2)([OH:17])[CH2:4][C:5](C1C=CC(Cl)=CC=1OC)([CH3:7])[CH3:6].B(Br)(Br)Br.[C:37]([O-:40])(O)=O.[Na+].Cl[CH2:43][Cl:44], predict the reaction product. The product is: [Cl:44][C:43]1[CH:6]=[CH:5][C:4]([CH:18]([C:3]([OH:17])([CH2:4][C:5]([CH3:6])=[CH2:7])[C:2]([F:32])([F:31])[F:1])[NH:19][C:20]2[CH:29]=[CH:28][CH:27]=[C:26]3[C:21]=2[CH:22]=[N:23][C:24]([CH3:30])=[N:25]3)=[C:3]([O:40][CH3:37])[CH:2]=1. (5) Given the reactants [CH3:1][C:2]1[C:7]([CH:8]=[CH:9][C:10]([OH:12])=O)=[CH:6][N:5]=[C:4]([C:13]2[CH:18]=[CH:17][CH:16]=[CH:15][CH:14]=2)[N:3]=1.FC1C=CC=CC=1[C:26]1[N:31]=[CH:30][C:29](O)=[CH:28][CH:27]=1, predict the reaction product. The product is: [CH3:1][C:2]1[C:7]([CH2:8][CH2:9][C:10]([N:31]2[CH2:26][CH2:27][CH2:28][CH2:29][CH2:30]2)=[O:12])=[CH:6][N:5]=[C:4]([C:13]2[CH:18]=[CH:17][CH:16]=[CH:15][CH:14]=2)[N:3]=1. (6) Given the reactants [F:1][C:2]1[CH:3]=[CH:4][C:5]([O:28][CH3:29])=[C:6]([C:8]2[CH:13]=[CH:12][N:11]=[C:10]3[N:14]([S:18]([C:21]4[CH:27]=[CH:26][C:24]([CH3:25])=[CH:23][CH:22]=4)(=[O:20])=[O:19])[C:15](I)=[CH:16][C:9]=23)[CH:7]=1.C([Li])CCC.[S:35]1(=[O:43])(=[O:42])[CH2:40][CH2:39][C:38](=[O:41])[CH2:37][CH2:36]1, predict the reaction product. The product is: [F:1][C:2]1[CH:3]=[CH:4][C:5]([O:28][CH3:29])=[C:6]([C:8]2[CH:13]=[CH:12][N:11]=[C:10]3[N:14]([S:18]([C:21]4[CH:27]=[CH:26][C:24]([CH3:25])=[CH:23][CH:22]=4)(=[O:20])=[O:19])[C:15]([C:38]4([OH:41])[CH2:39][CH2:40][S:35](=[O:43])(=[O:42])[CH2:36][CH2:37]4)=[CH:16][C:9]=23)[CH:7]=1. (7) Given the reactants F[C:2]1[CH:7]=[CH:6][CH:5]=[CH:4][C:3]=1[NH:8][N:9]=[CH:10][C:11]1[C:16]([Br:17])=[CH:15][C:14]([CH3:18])=[CH:13][C:12]=1[Br:19].BrC1C=C(C)C=C(Br)C=1C=O.Cl.C1(NN)C=CC=CC=1, predict the reaction product. The product is: [C:3]1([NH:8][N:9]=[CH:10][C:11]2[C:12]([Br:19])=[CH:13][C:14]([CH3:18])=[CH:15][C:16]=2[Br:17])[CH:4]=[CH:5][CH:6]=[CH:7][CH:2]=1.